Dataset: Full USPTO retrosynthesis dataset with 1.9M reactions from patents (1976-2016). Task: Predict the reactants needed to synthesize the given product. (1) Given the product [C:21]([C:23]1[CH:28]=[CH:27][C:26]([C:2]2[CH:3]=[CH:4][N:5]3[C:10]([C:11]=2[CH3:12])=[C:9]([CH:13]2[CH2:15][CH2:14]2)[CH:8]=[C:7]([C:16]([O:18][CH3:19])=[O:17])[C:6]3=[O:20])=[CH:25][C:24]=1[F:32])#[N:22], predict the reactants needed to synthesize it. The reactants are: Cl[C:2]1[CH:3]=[CH:4][N:5]2[C:10]([C:11]=1[CH3:12])=[C:9]([CH:13]1[CH2:15][CH2:14]1)[CH:8]=[C:7]([C:16]([O:18][CH3:19])=[O:17])[C:6]2=[O:20].[C:21]([C:23]1[CH:28]=[CH:27][C:26](B(O)O)=[CH:25][C:24]=1[F:32])#[N:22]. (2) Given the product [Cl:1][C:2]1[C:7]([O:8][CH3:9])=[CH:6][C:5]([O:10][CH3:11])=[C:4]([Cl:12])[C:3]=1[C:13]1[N:18]=[CH:17][C:16]2[C:19]([CH:29]=[CH2:30])=[N:20][N:21]([CH:22]3[CH2:27][CH2:26][CH2:25][CH2:24][O:23]3)[C:15]=2[CH:14]=1, predict the reactants needed to synthesize it. The reactants are: [Cl:1][C:2]1[C:7]([O:8][CH3:9])=[CH:6][C:5]([O:10][CH3:11])=[C:4]([Cl:12])[C:3]=1[C:13]1[N:18]=[CH:17][C:16]2[C:19](I)=[N:20][N:21]([CH:22]3[CH2:27][CH2:26][CH2:25][CH2:24][O:23]3)[C:15]=2[CH:14]=1.[CH3:29][C:30]1(C)C(C)(C)OB(C=C)O1.C(N(CCCC)CCCC)CCC.